This data is from Full USPTO retrosynthesis dataset with 1.9M reactions from patents (1976-2016). The task is: Predict the reactants needed to synthesize the given product. (1) Given the product [CH3:25][O:26][C:27]1[CH:28]=[CH:29][C:30]([CH2:31][NH:32][C:33]2[C:2]3[CH2:8][CH2:7][O:6][C:5]4[CH:9]=[C:10]([N:13]5[CH2:17][C@H:16]([CH2:18][NH:19][C:20](=[O:22])[CH3:21])[O:15][C:14]5=[O:23])[CH:11]=[CH:12][C:4]=4[C:3]=3[NH:35][N:34]=2)=[CH:37][CH:38]=1, predict the reactants needed to synthesize it. The reactants are: Br[CH:2]1[CH2:8][CH2:7][O:6][C:5]2[CH:9]=[C:10]([N:13]3[CH2:17][C@H:16]([CH2:18][NH:19][C:20](=[O:22])[CH3:21])[O:15][C:14]3=[O:23])[CH:11]=[CH:12][C:4]=2[C:3]1=O.[CH3:25][O:26][C:27]1[CH:38]=[CH:37][C:30]([CH2:31][NH:32][C:33](=S)[NH:34][NH2:35])=[CH:29][CH:28]=1. (2) Given the product [CH:1]([N:14]1[CH2:15][CH2:16][N:17]([CH2:22][C:23]([O:25][C:26]([CH3:29])([CH3:28])[CH3:27])=[O:24])[CH2:18][C@@H:19]1[CH3:30])([C:8]1[CH:13]=[CH:12][CH:11]=[CH:10][CH:9]=1)[C:2]1[CH:7]=[CH:6][CH:5]=[CH:4][CH:3]=1.[CH:1]([N:14]1[CH2:19][CH2:18][N:17]([CH2:22][C:23]([O:25][C:26]([CH3:29])([CH3:28])[CH3:27])=[O:24])[C@@H:16]([CH3:20])[CH2:15]1)([C:8]1[CH:13]=[CH:12][CH:11]=[CH:10][CH:9]=1)[C:2]1[CH:3]=[CH:4][CH:5]=[CH:6][CH:7]=1, predict the reactants needed to synthesize it. The reactants are: [CH:1]([N:14]1[CH2:19][CH2:18][NH:17][C@@H:16]([CH3:20])[CH2:15]1)([C:8]1[CH:13]=[CH:12][CH:11]=[CH:10][CH:9]=1)[C:2]1[CH:7]=[CH:6][CH:5]=[CH:4][CH:3]=1.Br[CH2:22][C:23]([O:25][C:26]([CH3:29])([CH3:28])[CH3:27])=[O:24].[CH2:30](N(CC)CC)C. (3) Given the product [CH2:34]([O:41][C:2]1[CH:7]=[CH:6][N:5]2[C:8]([C:11]([NH:13][C:14]3[CH:22]=[CH:21][CH:20]=[C:19]4[C:15]=3[C:16]([CH:31]3[CH2:33][CH2:32]3)=[N:17][N:18]4[CH2:23][C:24]3[CH:29]=[CH:28][CH:27]=[C:26]([CH3:30])[N:25]=3)=[O:12])=[CH:9][N:10]=[C:4]2[CH:3]=1)[C:35]1[CH:40]=[CH:39][CH:38]=[CH:37][CH:36]=1, predict the reactants needed to synthesize it. The reactants are: Cl[C:2]1[CH:7]=[CH:6][N:5]2[C:8]([C:11]([NH:13][C:14]3[CH:22]=[CH:21][CH:20]=[C:19]4[C:15]=3[C:16]([CH:31]3[CH2:33][CH2:32]3)=[N:17][N:18]4[CH2:23][C:24]3[CH:29]=[CH:28][CH:27]=[C:26]([CH3:30])[N:25]=3)=[O:12])=[CH:9][N:10]=[C:4]2[CH:3]=1.[CH2:34]([OH:41])[C:35]1[CH:40]=[CH:39][CH:38]=[CH:37][CH:36]=1.[OH-].[K+].O. (4) Given the product [CH:2]1([C:7]([O:9][CH2:23][C:24]2[CH:29]=[CH:28][CH:27]=[CH:26][CH:25]=2)=[O:8])[CH2:3][CH:4]=[CH:5][CH2:6][CH:1]1[C:10]([O:17][CH2:16][CH:15]([CH2:12][CH2:13][CH3:14])[CH2:18][CH2:19][CH2:20][CH2:21][CH3:22])=[O:11], predict the reactants needed to synthesize it. The reactants are: [CH:1]12[C:10](=[O:11])[O:9][C:7](=[O:8])[CH:2]1[CH2:3][CH:4]=[CH:5][CH2:6]2.[CH2:12]([CH:15]([CH2:18][CH2:19][CH2:20][CH2:21][CH3:22])[CH2:16][OH:17])[CH2:13][CH3:14].[CH2:23](Cl)[C:24]1[CH:29]=[CH:28][CH:27]=[CH:26][CH:25]=1. (5) Given the product [CH2:37]([C:29]1([C:32]([O:34][CH2:35][CH3:36])=[O:33])[CH2:30][CH2:31][N:26]([C:23]2[N:22]=[CH:21][C:20]([C:9]3[CH:10]=[C:11]([C:14]4[CH:19]=[CH:18][CH:17]=[CH:16][N:15]=4)[C:12]4[NH:13][C:1]([NH:44][C:42]([NH:41][CH2:39][CH3:40])=[O:43])=[N:6][C:7]=4[CH:8]=3)=[CH:25][N:24]=2)[CH2:27][CH2:28]1)[CH3:38], predict the reactants needed to synthesize it. The reactants are: [C:1]([O-])(=O)C.[Na+].[NH2:6][C:7]1[CH:8]=[C:9]([C:20]2[CH:21]=[N:22][C:23]([N:26]3[CH2:31][CH2:30][C:29]([CH2:37][CH3:38])([C:32]([O:34][CH2:35][CH3:36])=[O:33])[CH2:28][CH2:27]3)=[N:24][CH:25]=2)[CH:10]=[C:11]([C:14]2[CH:19]=[CH:18][CH:17]=[CH:16][N:15]=2)[C:12]=1[NH2:13].[CH2:39]([N:41](CC)[C:42]([NH2:44])=[O:43])[CH3:40].[N+](C1C=CC(CSC(=N)N)=CC=1)([O-])=O. (6) Given the product [Cl:1][C:2]1[N:3]=[C:4]2[C:9]([C:8]([NH:13][C:14]3[CH:19]=[C:18]([CH3:20])[CH:17]=[CH:16][C:15]=3[S:21][C:22]3[CH:27]=[CH:26][C:25]([NH:28][C:29](=[O:31])[CH3:30])=[CH:24][CH:23]=3)=[CH:7][CH:6]=[N:5]2)=[CH:10][CH:11]=1, predict the reactants needed to synthesize it. The reactants are: [Cl:1][C:2]1[CH:11]=[CH:10][C:9]2[C:4](=[N:5][CH:6]=[CH:7][C:8]=2Cl)[N:3]=1.[NH2:13][C:14]1[CH:19]=[C:18]([CH3:20])[CH:17]=[CH:16][C:15]=1[S:21][C:22]1[CH:27]=[CH:26][C:25]([NH:28][C:29](=[O:31])[CH3:30])=[CH:24][CH:23]=1. (7) Given the product [I:20][C:21]1[CH:34]=[CH:33][C:24]2[NH:25][C:26]([C@@H:28]3[CH2:32][CH2:31][CH2:30][N:29]3[C:7](=[O:8])[C@@H:6]([NH:5][C:3](=[O:4])[O:2][CH3:1])[CH:10]([CH3:12])[CH3:11])=[N:27][C:23]=2[CH:22]=1, predict the reactants needed to synthesize it. The reactants are: [CH3:1][O:2][C:3]([NH:5][C@@H:6]([CH:10]([CH3:12])[CH3:11])[C:7](O)=[O:8])=[O:4].OC(C(F)(F)F)=O.[I:20][C:21]1[CH:34]=[CH:33][C:24]2[NH:25][C:26]([C@@H:28]3[CH2:32][CH2:31][CH2:30][NH:29]3)=[N:27][C:23]=2[CH:22]=1.CCN(C(C)C)C(C)C.CN(C(ON1N=NC2C=CC=NC1=2)=[N+](C)C)C.F[P-](F)(F)(F)(F)F.